This data is from Forward reaction prediction with 1.9M reactions from USPTO patents (1976-2016). The task is: Predict the product of the given reaction. (1) Given the reactants [CH3:1][CH:2]1[CH2:11][C:10]2[C:5](=[CH:6][C:7]([C:12]3[CH:13]=[N:14][N:15]([CH3:17])[CH:16]=3)=[CH:8][CH:9]=2)[CH2:4][N:3]1[C:18](OC(C)(C)C)=O.Cl.O1CCOCC1.[NH2:32][C:33]1[N:38]=[C:37]([Cl:39])[CH:36]=C(Cl)[N:34]=1.C(N(CC)C(C)C)(C)C, predict the reaction product. The product is: [Cl:39][C:37]1[N:38]=[C:33]([NH2:34])[N:32]=[C:18]([N:3]2[CH:2]([CH3:1])[CH2:11][C:10]3[C:5](=[CH:6][C:7]([C:12]4[CH:13]=[N:14][N:15]([CH3:17])[CH:16]=4)=[CH:8][CH:9]=3)[CH2:4]2)[CH:36]=1. (2) Given the reactants I([O-])(=O)(=O)=O.[Na+].CCO[C:10]([CH3:12])=[O:11].[CH2:13]1[C@@H:19]2C[CH2:21][CH2:22][CH2:23][C@H:18]2C[O:16][S:15](=[O:24])[O:14]1, predict the reaction product. The product is: [CH2:13]1[C@@H:19]2[CH2:18][CH2:23][CH2:22][CH2:21][C@H:12]2[CH2:10][O:11][S:15](=[O:24])(=[O:16])[O:14]1.